This data is from Reaction yield outcomes from USPTO patents with 853,638 reactions. The task is: Predict the reaction yield, written as a fraction of the theoretical maximum amount of product (1.0 means a 100% yield; for example, 0.34 means a 34% yield). (1) The reactants are C1COCC1.CC1(C)[C@H:10]([C:11]2[N:15]([C:16]3[CH:21]=[CH:20][C:19]([Cl:22])=[C:18]([Cl:23])[CH:17]=3)[N:14]=[C:13]([C:24]3[CH:25]=[N:26][CH:27]=CC=3)[CH:12]=2)C[C@@H]1CC(N[C@@H](CC1C=CC=CC=1)C(N)=O)=O.CC(C[AlH]CC(C)C)C.[NH4+].[Cl-].C[CH2:58][O:59][C:60]([CH3:62])=[O:61]. No catalyst specified. The product is [ClH:22].[CH3:58][O:59][C:60]([C:62]1[CH:10]=[C:11]([C:12]2[CH:27]=[N:26][CH:25]=[CH:24][CH:13]=2)[N:15]([C:16]2[CH:21]=[CH:20][C:19]([Cl:22])=[C:18]([Cl:23])[CH:17]=2)[N:14]=1)=[O:61]. The yield is 0.570. (2) The reactants are [Cl:1][C:2]1[CH:7]=[CH:6][CH:5]=[CH:4][C:3]=1[OH:8].[Cl-].[Al+3].[Cl-].[Cl-].[C:13](Cl)(=[O:15])[CH3:14]. The catalyst is C(=S)=S. The product is [OH:8][C:3]1[CH:4]=[CH:5][C:6]([C:13](=[O:15])[CH3:14])=[CH:7][C:2]=1[Cl:1]. The yield is 0.480.